Dataset: Experimentally validated miRNA-target interactions with 360,000+ pairs, plus equal number of negative samples. Task: Binary Classification. Given a miRNA mature sequence and a target amino acid sequence, predict their likelihood of interaction. The miRNA is hsa-miR-4652-3p with sequence GUUCUGUUAACCCAUCCCCUCA. The protein sequence of the target gene is MSDSEKLNLDSIIGRLLEVQGSRPGKNVQLTENEIRGLCLKSREIFLSQPILLELEAPLKICGDIHGQYYDLLRLFEYGGFPPESNYLFLGDYVDRGKQSLETICLLLAYKIRYPENFFLLRGNHECASINRIYGFYDECKRRYNIKLWKTFTDCFNCLPIAAIVDEKIFCCHGGLSPDLQSMEQIRRIMRPTDVPDQGLLCDLLWSDPDKDVQGWGENDRGVSFTFGAEVVAKFLHKHDLDLICRAHQVVEDGYEFFAKRQLVTLFSAPNYCGEFDNAGAMMSVDETLMCSFQILKPAD.... Result: 0 (no interaction).